From a dataset of Reaction yield outcomes from USPTO patents with 853,638 reactions. Predict the reaction yield, written as a fraction of the theoretical maximum amount of product (1.0 means a 100% yield; for example, 0.34 means a 34% yield). (1) The reactants are [CH3:1][C:2]1[CH:3]=[C:4]([CH:26]=[C:27]([CH3:38])[C:28]=1[N:29]1[CH:33]=[C:32]([C:34]([F:37])([F:36])[F:35])[CH:31]=[N:30]1)[O:5][CH:6]([C:10]1[CH:25]=[CH:24][C:13]([C:14]([NH:16][CH2:17][CH2:18][C:19]([O:21]CC)=[O:20])=[O:15])=[CH:12][CH:11]=1)[CH2:7][CH2:8][CH3:9].O.O1CCCC1.O.[OH-].[Li+]. The catalyst is CO. The product is [CH3:1][C:2]1[CH:3]=[C:4]([CH:26]=[C:27]([CH3:38])[C:28]=1[N:29]1[CH:33]=[C:32]([C:34]([F:36])([F:35])[F:37])[CH:31]=[N:30]1)[O:5][CH:6]([C:10]1[CH:11]=[CH:12][C:13]([C:14]([NH:16][CH2:17][CH2:18][C:19]([OH:21])=[O:20])=[O:15])=[CH:24][CH:25]=1)[CH2:7][CH2:8][CH3:9]. The yield is 0.810. (2) The reactants are C(OC1C=CC2SC([NH:12][C:13]([C:15]3[O:16][C:17]4[C:22]([C:23](=[O:25])[CH:24]=3)=[CH:21][CH:20]=[CH:19][C:18]=4[N:26]3[CH2:31][CH2:30][N:29]([CH3:32])[CH2:28][CH2:27]3)=[O:14])=NC=2C=1)C.[O:34]1[CH2:39][CH2:38][N:37]([C:40]2[CH:46]=[CH:45][C:43](N)=[CH:42][CH:41]=2)[CH2:36][CH2:35]1.CN([C:50]([O:54]N1N=NC2C=CC=CC1=2)=[N+](C)C)C.[B-](F)(F)(F)F.[CH:69]1C=CC2N(O)N=NC=2C=1. The catalyst is CN(C=O)C. The product is [N:37]1([C:40]2[CH:46]=[CH:45][C:43]([NH:12][C:13]([C:15]3[O:16][C:17]4[C:22]([C:23](=[O:25])[CH:24]=3)=[CH:21][C:20]([O:54][CH3:50])=[CH:19][C:18]=4[N:26]3[CH2:31][CH2:69][CH2:30][N:29]([CH3:32])[CH2:28][CH2:27]3)=[O:14])=[CH:42][CH:41]=2)[CH2:38][CH2:39][O:34][CH2:35][CH2:36]1. The yield is 0.790. (3) The reactants are [N+](C1C=CC(/C=C/C2N=C(NC3C=CC(OC4C=CN=C([C:32]([F:35])([F:34])[F:33])C=4)=CC=3)N=C(N)C=2)=CC=1)([O-])=O.[N+:37]([C:40]1[CH:45]=[CH:44][C:43](/[CH:46]=[CH:47]\[C:48]2[N:53]=[C:52]([NH2:54])[N:51]=[C:50]([NH:55][C:56]3[CH:61]=[CH:60][C:59]([O:62][C:63]4[CH:68]=[CH:67][N:66]=[C:65]([C:69]([F:72])([F:71])[F:70])[CH:64]=4)=[CH:58][CH:57]=3)[CH:49]=2)=[CH:42][CH:41]=1)([O-])=[O:38].[CH3:73][OH:74]. The catalyst is [Pd]. The product is [F:33][C:32]([F:35])([F:34])[C:73]([OH:38])=[O:74].[NH2:37][C:40]1[CH:45]=[CH:44][C:43]([CH2:46][CH2:47][C:48]2[N:53]=[C:52]([NH2:54])[N:51]=[C:50]([NH:55][C:56]3[CH:57]=[CH:58][C:59]([O:62][C:63]4[CH:68]=[CH:67][N:66]=[C:65]([C:69]([F:71])([F:72])[F:70])[CH:64]=4)=[CH:60][CH:61]=3)[CH:49]=2)=[CH:42][CH:41]=1. The yield is 0.300. (4) The reactants are Br[C:2]1[CH:3]=[C:4]([C:8]2[CH:17]=[CH:16][C:15]3[C:10](=[C:11]4[CH:25]=[CH:24][CH:23]=[CH:22][C:12]4=[C:13]4[CH:21]=[CH:20][CH:19]=[CH:18][C:14]4=3)[N:9]=2)[CH:5]=[CH:6][CH:7]=1.[CH:26]1[C:34]2[C:33]3[CH:35]=[CH:36][CH:37]=[CH:38][C:32]=3[S:31][C:30]=2[C:29]([C:39]2[CH:40]=[C:41](B(O)O)[CH:42]=[CH:43][CH:44]=2)=[CH:28][CH:27]=1.C1(C)C=CC=CC=1P(C1C=CC=CC=1C)C1C=CC=CC=1C.C(=O)([O-])[O-].[K+].[K+]. The catalyst is C([O-])(=O)C.[Pd+2].C([O-])(=O)C.CO.C1(C)C=CC=CC=1.O.C(O)C. The product is [CH:26]1[C:34]2[C:33]3[CH:35]=[CH:36][CH:37]=[CH:38][C:32]=3[S:31][C:30]=2[C:29]([C:39]2[CH:40]=[C:41]([C:2]3[CH:3]=[C:4]([C:8]4[CH:17]=[CH:16][C:15]5[C:10](=[C:11]6[CH:25]=[CH:24][CH:23]=[CH:22][C:12]6=[C:13]6[CH:21]=[CH:20][CH:19]=[CH:18][C:14]6=5)[N:9]=4)[CH:5]=[CH:6][CH:7]=3)[CH:42]=[CH:43][CH:44]=2)=[CH:28][CH:27]=1. The yield is 0.630. (5) The reactants are C[O:2][C:3](=[O:27])[CH2:4][C:5]1[S:9][C:8]([NH:10][C:11](=[O:20])[C:12]2[CH:17]=[C:16]([Br:18])[CH:15]=[CH:14][C:13]=2[OH:19])=[N:7][C:6]=1[C:21]1[CH:26]=[CH:25][CH:24]=[CH:23][CH:22]=1.[OH-].[Na+].Cl. The catalyst is CO. The product is [Br:18][C:16]1[CH:15]=[CH:14][C:13]([OH:19])=[C:12]([CH:17]=1)[C:11]([NH:10][C:8]1[S:9][C:5]([CH2:4][C:3]([OH:27])=[O:2])=[C:6]([C:21]2[CH:26]=[CH:25][CH:24]=[CH:23][CH:22]=2)[N:7]=1)=[O:20]. The yield is 0.773. (6) The reactants are [OH-].[K+].[CH3:3][C@@H:4]1[CH2:8][CH2:7][C:6](=O)[CH:5]1[C:10]([O:12]CC)=O.[NH2:15][C:16]([NH2:18])=[S:17]. The catalyst is O.C(O)C. The product is [SH:17][C:16]1[N:15]=[C:10]([OH:12])[C:5]2[C@H:4]([CH3:3])[CH2:8][CH2:7][C:6]=2[N:18]=1. The yield is 0.560.